Dataset: Peptide-MHC class II binding affinity with 134,281 pairs from IEDB. Task: Regression. Given a peptide amino acid sequence and an MHC pseudo amino acid sequence, predict their binding affinity value. This is MHC class II binding data. (1) The peptide sequence is WTQSLRRGLSAWTTS. The MHC is DRB1_0101 with pseudo-sequence DRB1_0101. The binding affinity (normalized) is 1.00. (2) The peptide sequence is FLVKCQLQNPGVADL. The MHC is DRB1_0701 with pseudo-sequence DRB1_0701. The binding affinity (normalized) is 0.378. (3) The peptide sequence is MSIHGKGEWMTTEDM. The MHC is DRB1_1301 with pseudo-sequence DRB1_1301. The binding affinity (normalized) is 0.195. (4) The peptide sequence is NFKVAATAANAAPAN. The MHC is HLA-DPA10201-DPB11401 with pseudo-sequence HLA-DPA10201-DPB11401. The binding affinity (normalized) is 0.623. (5) The peptide sequence is YDKFLANVSIVLTGK. The MHC is DRB3_0202 with pseudo-sequence DRB3_0202. The binding affinity (normalized) is 0.921. (6) The binding affinity (normalized) is 0.566. The MHC is DRB1_1201 with pseudo-sequence DRB1_1201. The peptide sequence is EIYNMVKFRMIAGQE.